The task is: Predict the product of the given reaction.. This data is from Forward reaction prediction with 1.9M reactions from USPTO patents (1976-2016). (1) Given the reactants [Br:1][C:2]1[CH:3]=[C:4]([NH:8][C:9](=[O:33])[N:10]([CH2:23][C:24]2[CH:32]=[CH:31][C:27]([C:28]([OH:30])=O)=[CH:26][CH:25]=2)[C:11]2[CH:16]=[CH:15][C:14]([CH:17]3[CH2:22][CH2:21][CH2:20][CH2:19][CH2:18]3)=[CH:13][CH:12]=2)[CH:5]=[CH:6][CH:7]=1.CCN=C=NCCC[N:42]([CH3:44])C.C1C=CC2N([OH:54])N=NC=2C=1.C(N(CC)C(C)C)(C)C.[C:64]([O:67][CH2:68][CH3:69])(=[O:66])[CH3:65], predict the reaction product. The product is: [CH2:68]([O:67][C:64](=[O:66])[C@H:65]([OH:54])[CH2:44][NH:42][C:28](=[O:30])[C:27]1[CH:26]=[CH:25][C:24]([CH2:23][N:10]([C:11]2[CH:12]=[CH:13][C:14]([CH:17]3[CH2:22][CH2:21][CH2:20][CH2:19][CH2:18]3)=[CH:15][CH:16]=2)[C:9]([NH:8][C:4]2[CH:5]=[CH:6][CH:7]=[C:2]([Br:1])[CH:3]=2)=[O:33])=[CH:32][CH:31]=1)[CH3:69]. (2) Given the reactants [Cl:1][C:2]1[CH:3]=[C:4]([N:8]([C:14]2[C:19]([C:20]([F:23])([F:22])[F:21])=[CH:18][C:17]([NH2:24])=[CH:16][C:15]=2[NH2:25])[C:9](=O)[O:10]CC)[CH:5]=[CH:6][CH:7]=1.[H-].[Na+].C(=O)(O)[O-].[Na+], predict the reaction product. The product is: [NH2:24][C:17]1[CH:18]=[C:19]([C:20]([F:21])([F:22])[F:23])[C:14]2[N:8]([C:4]3[CH:5]=[CH:6][CH:7]=[C:2]([Cl:1])[CH:3]=3)[C:9](=[O:10])[NH:25][C:15]=2[CH:16]=1. (3) The product is: [CH3:7][O:8][C:9](=[O:27])[C@H:10]([CH2:12][C:13]1[CH:18]=[CH:17][C:16]([O:19][CH2:20][C:21]2[CH:22]=[CH:23][CH:24]=[CH:25][CH:26]=2)=[CH:15][CH:14]=1)[NH:11][S:2]([CH3:1])(=[O:4])=[O:3]. Given the reactants [CH3:1][S:2](Cl)(=[O:4])=[O:3].Cl.[CH3:7][O:8][C:9](=[O:27])[C@H:10]([CH2:12][C:13]1[CH:18]=[CH:17][C:16]([O:19][CH2:20][C:21]2[CH:26]=[CH:25][CH:24]=[CH:23][CH:22]=2)=[CH:15][CH:14]=1)[NH2:11], predict the reaction product. (4) Given the reactants C([O:8][N:9]1[C:15](=[O:16])[N:14]2[CH2:17][C@@H:10]1[CH2:11][CH2:12][C@@H:13]2[C:18]([NH:20][NH:21][C:22]([CH:24]1[CH2:26][CH2:25]1)=[O:23])=[O:19])C1C=CC=CC=1.[H][H], predict the reaction product. The product is: [CH:24]1([C:22]([NH:21][NH:20][C:18]([C@H:13]2[CH2:12][CH2:11][C@H:10]3[CH2:17][N:14]2[C:15](=[O:16])[N:9]3[OH:8])=[O:19])=[O:23])[CH2:26][CH2:25]1. (5) The product is: [NH2:15][C:2]1[CH:7]=[C:6]([C:8]2[CH:13]=[CH:12][N:11]=[CH:10][CH:9]=2)[CH:5]=[CH:4][N:3]=1. Given the reactants Cl[C:2]1[CH:7]=[C:6]([C:8]2[CH:13]=[CH:12][N:11]=[CH:10][CH:9]=2)[CH:5]=[CH:4][N:3]=1.[OH-].[NH4+:15], predict the reaction product. (6) The product is: [C:1]([O:5][C:6](=[O:19])[NH:7][CH2:8][CH2:9][C:10]1[C:18]2[C:13](=[CH:14][CH:15]=[CH:16][CH:17]=2)[N:12]([CH3:23])[CH:11]=1)([CH3:4])([CH3:2])[CH3:3]. Given the reactants [C:1]([O:5][C:6](=[O:19])[NH:7][CH2:8][CH2:9][C:10]1[C:18]2[C:13](=[CH:14][CH:15]=[CH:16][CH:17]=2)[NH:12][CH:11]=1)([CH3:4])([CH3:3])[CH3:2].[H-].[Na+].I[CH3:23], predict the reaction product.